From a dataset of Forward reaction prediction with 1.9M reactions from USPTO patents (1976-2016). Predict the product of the given reaction. (1) Given the reactants C(OC([NH:8][CH:9]([C:11]1[C:12]([O:33][CH3:34])=[C:13]([CH:19]2[CH2:22][N:21]([C:23]([O:25][CH2:26][C:27]3[CH:32]=[CH:31][CH:30]=[CH:29][CH:28]=3)=[O:24])[CH2:20]2)[C:14]([CH3:18])=[C:15]([Cl:17])[CH:16]=1)[CH3:10])=O)(C)(C)C.[ClH:35].O1CCOCC1, predict the reaction product. The product is: [NH2:8][CH:9]([C:11]1[C:12]([O:33][CH3:34])=[C:13]([CH:19]2[CH2:22][N:21]([C:23]([O:25][CH2:26][C:27]3[CH:32]=[CH:31][CH:30]=[CH:29][CH:28]=3)=[O:24])[CH2:20]2)[C:14]([CH3:18])=[C:15]([Cl:17])[CH:16]=1)[CH3:10].[ClH:35]. (2) Given the reactants [NH2:1][C:2]1[CH:35]=[CH:34][C:5]([O:6][C:7]2[C:16]3[C:11](=[CH:12][C:13]([O:19][CH2:20][CH:21]4[CH2:26][CH2:25][N:24]([C:27]([O:29][C:30]([CH3:33])([CH3:32])[CH3:31])=[O:28])[CH2:23][CH2:22]4)=[C:14]([C:17]#[N:18])[CH:15]=3)[N:10]=[CH:9][CH:8]=2)=[CH:4][C:3]=1[F:36].N1C=CC=CC=1.Cl[C:44]([O:46][C:47]1[CH:52]=[CH:51][CH:50]=[CH:49][CH:48]=1)=[O:45], predict the reaction product. The product is: [C:17]([C:14]1[CH:15]=[C:16]2[C:11](=[CH:12][C:13]=1[O:19][CH2:20][CH:21]1[CH2:22][CH2:23][N:24]([C:27]([O:29][C:30]([CH3:32])([CH3:31])[CH3:33])=[O:28])[CH2:25][CH2:26]1)[N:10]=[CH:9][CH:8]=[C:7]2[O:6][C:5]1[CH:34]=[CH:35][C:2]([NH:1][C:44]([O:46][C:47]2[CH:52]=[CH:51][CH:50]=[CH:49][CH:48]=2)=[O:45])=[C:3]([F:36])[CH:4]=1)#[N:18]. (3) Given the reactants [F:1][C:2]1[CH:7]=[CH:6][CH:5]=[CH:4][C:3]=1[N:8]1[C:13]2[CH:14]=[CH:15][CH:16]=[CH:17][C:12]=2[CH2:11][NH:10][S:9]1(=[O:19])=[O:18].[Br:20][CH2:21][CH2:22][CH2:23][CH2:24]O, predict the reaction product. The product is: [Br:20][CH2:21][CH2:22][CH2:23][CH2:24][N:10]1[CH2:11][C:12]2[CH:17]=[CH:16][CH:15]=[CH:14][C:13]=2[N:8]([C:3]2[CH:4]=[CH:5][CH:6]=[CH:7][C:2]=2[F:1])[S:9]1(=[O:19])=[O:18]. (4) Given the reactants [C:1]([O:5][C:6]([N:8]1[CH2:13][CH2:12][C:11]([C:17]2[CH:22]=[CH:21][CH:20]=[CH:19][C:18]=2[Br:23])([C:14](O)=[O:15])[CH2:10][CH2:9]1)=[O:7])([CH3:4])([CH3:3])[CH3:2].ClC(N(C)C)=C(C)C.[N-:32]=[N+:33]=[N-:34].[Na+], predict the reaction product. The product is: [C:1]([O:5][C:6]([N:8]1[CH2:13][CH2:12][C:11]([C:14]([N:32]=[N+:33]=[N-:34])=[O:15])([C:17]2[CH:22]=[CH:21][CH:20]=[CH:19][C:18]=2[Br:23])[CH2:10][CH2:9]1)=[O:7])([CH3:4])([CH3:3])[CH3:2].